From a dataset of Forward reaction prediction with 1.9M reactions from USPTO patents (1976-2016). Predict the product of the given reaction. The product is: [ClH:29].[CH2:18]([N:2]1[C@@H:3]([C:23]([N:2]2[CH2:3][CH2:4][CH2:5][CH2:13][CH2:1]2)=[O:26])[CH2:4][C:5]2[C:6]3[C:11](=[CH:10][CH:9]=[CH:8][CH:7]=3)[N:12]([CH2:8][CH2:7][CH2:6][CH2:11][CH3:10])[C:13]=2[CH2:1]1)[CH2:19][CH2:20][CH2:21][CH3:22]. Given the reactants [C:1]1(C(N)=O)[C:13]2[NH:12][C:11]3[C:6](=[CH:7][CH:8]=[CH:9][CH:10]=3)[C:5]=2[CH:4]=[CH:3][N:2]=1.Br[CH2:18][CH2:19][CH2:20][CH2:21][CH3:22].[C:23]([O-:26])([O-])=O.[Cs+].[Cs+].[ClH:29], predict the reaction product.